From a dataset of Peptide-MHC class II binding affinity with 134,281 pairs from IEDB. Regression. Given a peptide amino acid sequence and an MHC pseudo amino acid sequence, predict their binding affinity value. This is MHC class II binding data. (1) The peptide sequence is RGGMVAPLYGVEGTK. The MHC is DRB1_0701 with pseudo-sequence DRB1_0701. The binding affinity (normalized) is 0.286. (2) The peptide sequence is GIFLSVAAGNEAENA. The MHC is HLA-DQA10102-DQB10502 with pseudo-sequence HLA-DQA10102-DQB10502. The binding affinity (normalized) is 0. (3) The peptide sequence is GELQIVDKIDAEFKI. The MHC is DRB1_0404 with pseudo-sequence DRB1_0404. The binding affinity (normalized) is 0.384.